From a dataset of Catalyst prediction with 721,799 reactions and 888 catalyst types from USPTO. Predict which catalyst facilitates the given reaction. (1) Reactant: [F:1][C:2]1[CH:7]=[C:6]([C:8]#[C:9][CH3:10])[CH:5]=[C:4]([O:11][CH3:12])[C:3]=1[C:13]1[C:14](=[O:23])[CH:15]([CH2:20][C:21]#[CH:22])[CH2:16][C:17]=1[O:18]C.Cl.ClCCl.O. Product: [F:1][C:2]1[CH:7]=[C:6]([C:8]#[C:9][CH3:10])[CH:5]=[C:4]([O:11][CH3:12])[C:3]=1[CH:13]1[C:14](=[O:23])[CH:15]([CH2:20][C:21]#[CH:22])[CH2:16][C:17]1=[O:18]. The catalyst class is: 21. (2) Product: [OH:3][CH2:4][CH:5]([N:8]1[C:13](=[O:14])[CH:12]=[N:11][C:10]2[CH:15]=[CH:16][C:17]([O:19][CH3:20])=[N:18][C:9]1=2)[CH2:6][OH:7]. The catalyst class is: 1. Reactant: CC1(C)[O:7][CH2:6][CH:5]([N:8]2[C:13](=[O:14])[CH:12]=[N:11][C:10]3[CH:15]=[CH:16][C:17]([O:19][CH3:20])=[N:18][C:9]2=3)[CH2:4][O:3]1.Cl. (3) Product: [CH3:28][O:27][C:25](=[O:26])[CH2:24][N:23]([S:2](=[O:4])(=[O:3])[NH:5][C:6]([O:12][C:8]([CH3:11])([CH3:10])[CH3:9])=[O:7])[C:22]1[C:29]([F:33])=[CH:30][CH:31]=[CH:32][C:21]=1[O:20][CH2:13][C:14]1[CH:19]=[CH:18][CH:17]=[CH:16][CH:15]=1. Reactant: Cl[S:2]([N:5]=[C:6]=[O:7])(=[O:4])=[O:3].[C:8]([OH:12])([CH3:11])([CH3:10])[CH3:9].[CH2:13]([O:20][C:21]1[CH:32]=[CH:31][CH:30]=[C:29]([F:33])[C:22]=1[NH:23][CH2:24][C:25]([O:27][CH3:28])=[O:26])[C:14]1[CH:19]=[CH:18][CH:17]=[CH:16][CH:15]=1.CCN(C(C)C)C(C)C. The catalyst class is: 4. (4) Reactant: [I:1][C:2]1[C:10]2[C:5](=[CH:6][CH:7]=[CH:8][CH:9]=2)[NH:4][N:3]=1.[H-].[Na+].C1(C)C=CC(S(O[CH:23]2[CH2:26][N:25]([C:27]([O:29][C:30]([CH3:33])([CH3:32])[CH3:31])=[O:28])[CH2:24]2)(=O)=O)=CC=1.O. Product: [I:1][C:2]1[C:10]2[C:5](=[CH:6][CH:7]=[CH:8][CH:9]=2)[N:4]([CH:23]2[CH2:24][N:25]([C:27]([O:29][C:30]([CH3:33])([CH3:32])[CH3:31])=[O:28])[CH2:26]2)[N:3]=1. The catalyst class is: 3. (5) Reactant: [NH:1]1[C:5]2[CH:6]=[CH:7][C:8]([C:10]3[NH:11][C:12]4[N:13]([N:17]=[CH:18][C:19]=4[C:20]([O:22]CC)=[O:21])[C:14](=[O:16])[CH:15]=3)=[CH:9][C:4]=2[N:3]=[N:2]1.[OH-].[Na+]. Product: [NH:1]1[C:5]2[CH:6]=[CH:7][C:8]([C:10]3[NH:11][C:12]4[N:13]([N:17]=[CH:18][C:19]=4[C:20]([OH:22])=[O:21])[C:14](=[O:16])[CH:15]=3)=[CH:9][C:4]=2[N:3]=[N:2]1. The catalyst class is: 58. (6) Reactant: [Br:1][CH2:2][C:3]([C:5]1[CH:10]=[CH:9][C:8]([Br:11])=[CH:7][CH:6]=1)=O.[NH2:12][C:13]([NH2:15])=[S:14]. Product: [BrH:1].[Br:11][C:8]1[CH:9]=[CH:10][C:5]([C:3]2[N:12]=[C:13]([NH2:15])[S:14][CH:2]=2)=[CH:6][CH:7]=1.[BrH:1].[Br:11][C:8]1[CH:9]=[CH:10][C:5]([C:3]2[S:14][C:13]([NH2:15])=[N:12][CH:2]=2)=[CH:6][CH:7]=1. The catalyst class is: 8. (7) Reactant: [C:1]1([CH2:7][C:8]2[CH:9]=[C:10]([C:13]([C:15]3[C:16]([NH:21][C@H:22]4[CH2:26][C@H:25]([O:27][Si:28]([CH:35]([CH3:37])[CH3:36])([CH:32]([CH3:34])[CH3:33])[CH:29]([CH3:31])[CH3:30])[C@@H:24]([CH2:38][OH:39])[CH2:23]4)=[N:17][CH:18]=[N:19][CH:20]=3)=[O:14])[S:11][CH:12]=2)[CH2:6][CH2:5][CH2:4][CH2:3][CH:2]=1.C(N(CC)C(C)C)(C)C.Cl[S:50]([NH2:53])(=[O:52])=[O:51]. Product: [S:50](=[O:52])(=[O:51])([O:39][CH2:38][C@H:24]1[CH2:23][C@@H:22]([NH:21][C:16]2[C:15]([C:13]([C:10]3[S:11][CH:12]=[C:8]([CH2:7][C:1]4[CH2:6][CH2:5][CH2:4][CH2:3][CH:2]=4)[CH:9]=3)=[O:14])=[CH:20][N:19]=[CH:18][N:17]=2)[CH2:26][C@@H:25]1[O:27][Si:28]([CH:35]([CH3:37])[CH3:36])([CH:32]([CH3:33])[CH3:34])[CH:29]([CH3:30])[CH3:31])[NH2:53]. The catalyst class is: 3.